From a dataset of Full USPTO retrosynthesis dataset with 1.9M reactions from patents (1976-2016). Predict the reactants needed to synthesize the given product. (1) Given the product [OH:23][C@@H:24]1[CH2:32][C@@H:27]2[O:28][CH:29]([OH:31])[CH2:30][C@@H:26]2[C@H:25]1[CH2:33][CH2:34][C@@H:35]([O:44][CH:45]1[CH2:50][CH2:49][CH2:48][CH2:47][O:46]1)[CH2:36][CH2:37][C:38]1[CH:43]=[CH:42][CH:41]=[CH:40][CH:39]=1, predict the reactants needed to synthesize it. The reactants are: [H-].C([Al+]CC(C)C)C(C)C.C1(C2C=CC(C([O:23][C@@H:24]3[CH2:32][C@@H:27]4[O:28][C:29](=[O:31])[CH2:30][C@@H:26]4[C@H:25]3[CH2:33][CH2:34][C@@H:35]([O:44][CH:45]3[CH2:50][CH2:49][CH2:48][CH2:47][O:46]3)[CH2:36][CH2:37][C:38]3[CH:43]=[CH:42][CH:41]=[CH:40][CH:39]=3)=O)=CC=2)C=CC=CC=1.CC#N. (2) Given the product [OH:35][CH:34]([C:36]1[O:37][C:38]([C:41]2[CH:46]=[CH:45][N:44]=[CH:43][CH:42]=2)=[N:39][N:40]=1)[CH:33]([NH:32][C:26](=[O:25])[C:8]([CH3:49])([S:9]([CH2:12][C:13]1[CH:14]=[CH:15][CH:16]=[CH:17][CH:18]=1)(=[O:10])=[O:11])[CH2:4][C:5]([N:64]1[CH2:69][CH2:68][O:67][CH2:66][CH2:65]1)=[O:7])[CH2:47][CH3:48], predict the reactants needed to synthesize it. The reactants are: O=C(N1CCCCC1)C[CH:4]([CH2:8][S:9]([CH2:12][C:13]1[CH:18]=[CH:17][CH:16]=[CH:15][CH:14]=1)(=[O:11])=[O:10])[C:5]([OH:7])=O.[OH:25][C:26](C(F)(F)F)=O.[NH2:32][CH:33]([CH2:47][CH3:48])[CH:34]([C:36]1[O:37][C:38]([C:41]2[CH:46]=[CH:45][N:44]=[CH:43][CH:42]=2)=[N:39][N:40]=1)[OH:35].[CH:49]1C=CC2N(O)N=NC=2C=1.C(Cl)CCl.C[N:64]1[CH2:69][CH2:68][O:67][CH2:66][CH2:65]1. (3) Given the product [Br:10][C:11]1[C:19]([CH3:20])=[CH:18][CH:17]=[CH:16][C:12]=1[C:13]([NH:9][CH2:8][CH2:7][C:4]1[CH:5]=[CH:6][CH:1]=[CH:2][CH:3]=1)=[O:14], predict the reactants needed to synthesize it. The reactants are: [CH:1]1[CH:6]=[CH:5][C:4]([CH2:7][CH2:8][NH2:9])=[CH:3][CH:2]=1.[Br:10][C:11]1[C:19]([CH3:20])=[CH:18][CH:17]=[CH:16][C:12]=1[C:13](Cl)=[O:14]. (4) Given the product [NH2:12][C@H:11]1[C@@H:8]([CH2:7][N:6]2[C:2]([CH3:1])=[N:3][N:4]=[N:5]2)[NH:9][C:10]1=[O:23], predict the reactants needed to synthesize it. The reactants are: [CH3:1][C:2]1[N:6]([CH2:7][C@@H:8]2[C@H:11]([NH:12]C(=O)OCC3C=CC=CC=3)[C:10](=[O:23])[NH:9]2)[N:5]=[N:4][N:3]=1. (5) Given the product [C:10]1([N:5]2[C:6]([CH2:7][CH2:8][CH3:9])=[C:2]([C:6]3[CH2:7][CH:22]([C:16]([O:17][CH:10]([CH3:15])[CH3:11])=[O:19])[NH:23][CH2:26][CH:2]=3)[N:3]=[N:4]2)[CH:15]=[CH:14][CH:13]=[CH:12][CH:11]=1, predict the reactants needed to synthesize it. The reactants are: I[C:2]1[N:3]=[N:4][N:5]([C:10]2[CH:15]=[CH:14][CH:13]=[CH:12][CH:11]=2)[C:6]=1[CH2:7][CH2:8][CH3:9].[C:16](=[O:19])([O-])[O-:17].[K+].[K+].[CH3:22][N:23]([CH3:26])C=O. (6) The reactants are: [O:1]=[C:2]1[CH2:11][CH2:10][C:9]2[C:4](=[CH:5][C:6]([C:12]([O:14][CH2:15][CH2:16][CH2:17][CH2:18][N:19]3[CH2:24][CH2:23][N:22]([C:25]4[CH:30]=[CH:29][CH:28]=[CH:27][C:26]=4[O:31][CH3:32])[CH2:21][CH2:20]3)=[O:13])=[CH:7][CH:8]=2)[NH:3]1.[ClH:33]. Given the product [ClH:33].[O:1]=[C:2]1[CH2:11][CH2:10][C:9]2[C:4](=[CH:5][C:6]([C:12]([O:14][CH2:15][CH2:16][CH2:17][CH2:18][N:19]3[CH2:24][CH2:23][N:22]([C:25]4[CH:30]=[CH:29][CH:28]=[CH:27][C:26]=4[O:31][CH3:32])[CH2:21][CH2:20]3)=[O:13])=[CH:7][CH:8]=2)[NH:3]1, predict the reactants needed to synthesize it. (7) Given the product [OH:33][CH2:32][CH2:34][NH:35][C:29](=[O:31])[CH2:28][O:27][C:25]1[CH:24]=[CH:23][CH:22]=[C:21]2[C:26]=1[C:17]([NH:16][C:4]1[CH:5]=[CH:6][C:7]([O:8][C:9]3[CH:10]=[N:11][C:12]([CH3:15])=[CH:13][CH:14]=3)=[C:2]([CH3:1])[CH:3]=1)=[N:18][CH:19]=[N:20]2, predict the reactants needed to synthesize it. The reactants are: [CH3:1][C:2]1[CH:3]=[C:4]([NH:16][C:17]2[C:26]3[C:21](=[CH:22][CH:23]=[CH:24][C:25]=3[O:27][CH2:28][C:29]([OH:31])=O)[N:20]=[CH:19][N:18]=2)[CH:5]=[CH:6][C:7]=1[O:8][C:9]1[CH:10]=[N:11][C:12]([CH3:15])=[CH:13][CH:14]=1.[CH2:32]([CH2:34][NH2:35])[OH:33]. (8) Given the product [CH2:17]([O:19][C:20]([C:22]1[C:23](=[O:42])[C:24]2[CH:29]=[N:28][C:27]([NH:16][C:13]3[CH:12]=[CH:11][C:10]([CH2:9][CH2:8][N:5]4[CH2:6][CH2:7][N:2]([CH3:1])[CH2:3][CH2:4]4)=[CH:15][CH:14]=3)=[N:26][C:25]=2[N:34]([CH:36]2[CH2:41][CH2:40][CH2:39][CH2:38][CH2:37]2)[CH:35]=1)=[O:21])[CH3:18], predict the reactants needed to synthesize it. The reactants are: [CH3:1][N:2]1[CH2:7][CH2:6][N:5]([CH2:8][CH2:9][C:10]2[CH:15]=[CH:14][C:13]([NH2:16])=[CH:12][CH:11]=2)[CH2:4][CH2:3]1.[CH2:17]([O:19][C:20]([C:22]1[C:23](=[O:42])[C:24]2[CH:29]=[N:28][C:27](S(C)(=O)=O)=[N:26][C:25]=2[N:34]([CH:36]2[CH2:41][CH2:40][CH2:39][CH2:38][CH2:37]2)[CH:35]=1)=[O:21])[CH3:18]. (9) Given the product [NH2:21][C:22]1[C:27]([C:28]([NH:30][C:31]2[CH:36]=[CH:35][C:34]([OH:37])=[C:33]([F:38])[CH:32]=2)=[O:29])=[C:26]([NH:1][C@H:2]([C:4]2[N:9]([C:10]3[CH:15]=[CH:14][CH:13]=[CH:12][CH:11]=3)[C:8](=[O:16])[C:7]3=[C:17]([CH3:20])[CH:18]=[CH:19][N:6]3[N:5]=2)[CH3:3])[N:25]=[CH:24][N:23]=1, predict the reactants needed to synthesize it. The reactants are: [NH2:1][C@H:2]([C:4]1[N:9]([C:10]2[CH:15]=[CH:14][CH:13]=[CH:12][CH:11]=2)[C:8](=[O:16])[C:7]2=[C:17]([CH3:20])[CH:18]=[CH:19][N:6]2[N:5]=1)[CH3:3].[NH2:21][C:22]1[C:27]([C:28]([NH:30][C:31]2[CH:36]=[CH:35][C:34]([OH:37])=[C:33]([F:38])[CH:32]=2)=[O:29])=[C:26](Br)[N:25]=[CH:24][N:23]=1.CCN(C(C)C)C(C)C.[F-].[Cs+]. (10) Given the product [ClH:48].[ClH:48].[NH:7]1[C:8]2[C:13](=[CH:12][CH:11]=[CH:10][CH:9]=2)[C:5]([CH2:4][CH2:3][N:2]([CH3:1])[CH:19]2[CH2:20][CH2:21][C:16]([C:23]3[CH:28]=[CH:27][CH:26]=[CH:25][CH:24]=3)([N:15]([CH3:29])[CH3:14])[CH2:17][CH2:18]2)=[CH:6]1, predict the reactants needed to synthesize it. The reactants are: [CH3:1][NH:2][CH2:3][CH2:4][C:5]1[C:13]2[C:8](=[CH:9][CH:10]=[CH:11][CH:12]=2)[NH:7][CH:6]=1.[CH3:14][N:15]([CH3:29])[C:16]1([C:23]2[CH:28]=[CH:27][CH:26]=[CH:25][CH:24]=2)[CH2:21][CH2:20][C:19](=O)[CH2:18][CH2:17]1.C(O)(=O)C.C(O[BH-](OC(=O)C)OC(=O)C)(=O)C.[Na+].[Cl:48]CCCl.